Task: Binary Classification. Given a miRNA mature sequence and a target amino acid sequence, predict their likelihood of interaction.. Dataset: Experimentally validated miRNA-target interactions with 360,000+ pairs, plus equal number of negative samples (1) The miRNA is hsa-miR-6072 with sequence UCCUCAUCACACUGCACCUUAG. The protein sequence of the target gene is MYSPYCLTQDEFHPFIEALLPHVRAFSYTWFNLQARKRKYFKKHEKRMSKDEERAVKDELLGEKPEIKQKWASRLLAKLRKDIRPEFREDFVLTITGKKPPCCVLSNPDQKGKIRRIDCLRQADKVWRLDLVMVILFKGIPLESTDGERLYKSPQCSNPGLCVQPHHIGVTIKELDLYLAYFVHTPESGQSDSSNQQGDADIKPLPNGHLSFQDCFVTSGVWNVTELVRVSQTPVATASGPNFSLADLESPSYYNINQVTLGRRSITSPPSTSSTKRPKSIDDSEMESPVDDVFYPGTGR.... Result: 0 (no interaction). (2) The miRNA is cel-miR-797-5p with sequence UAUCACAGCAAUCACAAUGAGAAGA. The protein sequence of the target gene is MLLGLAAMELKVWVDGIQRVVCGVSEQTTCQEVVIALAQAIGQTGRFVLVQRLREKERQLLPQECPVGAQATCGQFASDVQFVLRRTGPSLAGRPSSDSCPPPERCLIRASLPVKPRAALGCEPRKTLTPEPAPSLSRPGPAAPVTPTPGCCTDLRGLELRVQRNAEELGHEAFWEQELRREQAREREGQARLQALSAATAEHAARLQALDAQARALEAELQLAAEAPGPPSPMASATERLHQDLAVQERQSAEVQGSLALVSRALEAAERALQAQAQELEELNRELRQCNLQQFIQQTG.... Result: 0 (no interaction).